This data is from Forward reaction prediction with 1.9M reactions from USPTO patents (1976-2016). The task is: Predict the product of the given reaction. (1) The product is: [C:1]([O:5][C:6](=[O:24])[NH:7][C@H:8]([C:13](=[O:23])[NH:14][CH:15]1[CH2:21][CH2:20][CH2:19][N:18]([S:33]([C:30]2[CH:29]=[CH:28][C:27]([O:26][CH3:25])=[CH:32][CH:31]=2)(=[O:35])=[O:34])[CH2:17][CH:16]1[OH:22])[CH2:9][CH:10]([CH3:12])[CH3:11])([CH3:3])([CH3:4])[CH3:2]. Given the reactants [C:1]([O:5][C:6](=[O:24])[NH:7][C@H:8]([C:13](=[O:23])[NH:14][CH:15]1[CH2:21][CH2:20][CH2:19][NH:18][CH2:17][CH:16]1[OH:22])[CH2:9][CH:10]([CH3:12])[CH3:11])([CH3:4])([CH3:3])[CH3:2].[CH3:25][O:26][C:27]1[CH:32]=[CH:31][C:30]([S:33](Cl)(=[O:35])=[O:34])=[CH:29][CH:28]=1, predict the reaction product. (2) Given the reactants C(OP([CH2:9][C:10]([O:12][CH2:13][CH3:14])=[O:11])(OCC)=O)C.[H-].[Na+].[Cl:17][C:18]1[CH:19]=[CH:20][C:21]2[N:22]([C:24]([CH:34]=O)=[C:25]([C:27]3[CH:32]=[CH:31][C:30]([Cl:33])=[CH:29][CH:28]=3)[N:26]=2)[CH:23]=1.O, predict the reaction product. The product is: [Cl:17][C:18]1[CH:19]=[CH:20][C:21]2[N:22]([C:24](/[CH:34]=[CH:9]/[C:10]([O:12][CH2:13][CH3:14])=[O:11])=[C:25]([C:27]3[CH:32]=[CH:31][C:30]([Cl:33])=[CH:29][CH:28]=3)[N:26]=2)[CH:23]=1.